This data is from Catalyst prediction with 721,799 reactions and 888 catalyst types from USPTO. The task is: Predict which catalyst facilitates the given reaction. (1) Product: [CH3:3][O:4][C:5](=[O:28])[CH2:6][CH2:7][CH2:8][CH2:9][CH2:10][CH2:11][N:12]1[C:13](=[O:27])[CH2:14][CH2:15][CH2:16][CH:17]1[CH2:18][CH2:19][CH:20]([OH:26])[CH2:21][CH2:22][CH2:23][CH2:24][CH3:25]. The catalyst class is: 100. Reactant: [BH4-].[Na+].[CH3:3][O:4][C:5](=[O:28])[CH2:6][CH2:7][CH2:8][CH2:9][CH2:10][CH2:11][N:12]1[CH:17]([CH2:18][CH2:19][C:20](=[O:26])[CH2:21][CH2:22][CH2:23][CH2:24][CH3:25])[CH2:16][CH2:15][CH2:14][C:13]1=[O:27]. (2) Reactant: [N+:1]([CH:4]=[CH:5][C:6]1[CH:11]=[CH:10][C:9]([O:12][CH2:13][CH2:14][CH2:15][CH2:16][CH2:17][CH2:18][CH2:19][CH2:20][CH2:21][CH2:22][CH2:23][CH3:24])=[C:8]([O:25][CH3:26])[CH:7]=1)([O-])=O.[H-].[H-].[H-].[H-].[Li+].[Al+3].O.[OH-].[Na+]. The catalyst class is: 1. Product: [NH2:1][CH2:4][CH2:5][C:6]1[CH:11]=[CH:10][C:9]([O:12][CH2:13][CH2:14][CH2:15][CH2:16][CH2:17][CH2:18][CH2:19][CH2:20][CH2:21][CH2:22][CH2:23][CH3:24])=[C:8]([O:25][CH3:26])[CH:7]=1. (3) Reactant: O.[OH-].[Li+].[O:4]=[C:5]([C:34]1[N:42]2[C:37]([CH:38]=[CH:39][CH:40]=[CH:41]2)=[CH:36][C:35]=1[C:43]1[CH:48]=[CH:47][CH:46]=[CH:45][CH:44]=1)[C:6]([NH:8][C:9]1[CH:14]=[CH:13][C:12]([N:15]2[CH2:20][CH2:19][N:18]([C:21]3[CH:26]=[C:25]([O:27][CH2:28][CH2:29][O:30]C(=O)C)[CH:24]=[CH:23][N:22]=3)[CH2:17][CH2:16]2)=[CH:11][CH:10]=1)=[O:7]. Product: [OH:30][CH2:29][CH2:28][O:27][C:25]1[CH:24]=[CH:23][N:22]=[C:21]([N:18]2[CH2:19][CH2:20][N:15]([C:12]3[CH:11]=[CH:10][C:9]([NH:8][C:6](=[O:7])[C:5](=[O:4])[C:34]4[N:42]5[C:37]([CH:38]=[CH:39][CH:40]=[CH:41]5)=[CH:36][C:35]=4[C:43]4[CH:48]=[CH:47][CH:46]=[CH:45][CH:44]=4)=[CH:14][CH:13]=3)[CH2:16][CH2:17]2)[CH:26]=1. The catalyst class is: 5. (4) Reactant: Br[C@H:2]1[C:7](=[O:8])[C@@H](O[Si](C(C)(C)C)(C)C)[C@@H]2O[C:18](=O)[C@@:3]1(O[Si](C(C)(C)C)(C)C)[CH2:4]2.CC(=C)C[Sn](CCCC)(CCCC)CCCC.[CH3:53][C:52](N=N[C:52]([C:55]#N)([CH3:54])[CH3:53])([C:55]#N)[CH3:54]. Product: [CH3:53][C:52](=[CH2:54])[CH2:55][C:7]([CH2:2][C:3]([CH3:18])=[CH2:4])=[O:8]. The catalyst class is: 11. (5) The catalyst class is: 2. Reactant: [CH3:1][C:2]1[CH:3]=[C:4]([CH2:9][C:10]([C:24]([O:26][CH2:27][CH3:28])=[O:25])([C:19]([O:21][CH2:22][CH3:23])=[O:20])[CH2:11][C:12]([O:14]C(C)(C)C)=[O:13])[CH:5]=[CH:6][C:7]=1[CH3:8].C(O)(C(F)(F)F)=O. Product: [CH3:1][C:2]1[CH:3]=[C:4]([CH2:9][C:10]([C:19]([O:21][CH2:22][CH3:23])=[O:20])([C:24]([O:26][CH2:27][CH3:28])=[O:25])[CH2:11][C:12]([OH:14])=[O:13])[CH:5]=[CH:6][C:7]=1[CH3:8]. (6) Reactant: Cl[S:2]([N:5]=[C:6]=[O:7])(=[O:4])=[O:3].[Cl:8][C:9]1[CH:14]=[C:13]([Cl:15])[CH:12]=[C:11]([Cl:16])[C:10]=1[N:17]1[C:21]2=[N:22][C:23]([CH2:27][C:28]3[CH:33]=[CH:32][C:31](N)=[CH:30][CH:29]=3)=[N:24][C:25](=[O:26])[C:20]2=[C:19]([CH:35]([CH3:37])[CH3:36])[NH:18]1.CC[N:40](CC)CC.Cl.[CH3:46][C:47]([OH:50])([CH3:49])[CH3:48]. Product: [Cl:8][C:9]1[CH:14]=[C:13]([Cl:15])[CH:12]=[C:11]([Cl:16])[C:10]=1[N:17]1[C:21]2=[N:22][C:23]([CH2:27][C:28]3[CH:33]=[CH:32][C:31]([N:5]([C:6]([O:50][C:47]([CH3:49])([CH3:48])[CH3:46])=[O:7])[S:2]([NH2:40])(=[O:4])=[O:3])=[CH:30][CH:29]=3)=[N:24][C:25](=[O:26])[C:20]2=[C:19]([CH:35]([CH3:37])[CH3:36])[NH:18]1. The catalyst class is: 2. (7) Reactant: [CH3:1][C:2]1[CH:3]=[C:4]([NH:16][C:17]2[C:27]3[CH:26]=[C:25]([C:28]([OH:30])=[O:29])[CH2:24][CH2:23][NH:22][C:21]=3[N:20]=[CH:19][N:18]=2)[CH:5]=[CH:6][C:7]=1[O:8][C:9]1[CH:10]=[N:11][C:12]([CH3:15])=[CH:13][CH:14]=1.[NH:31]1[CH2:36][CH2:35][O:34][CH2:33][CH2:32]1.ON1C2C=CC=CC=2N=N1.Cl.C(N=C=NCCCN(C)C)C. Product: [CH:28]([OH:30])=[O:29].[CH3:1][C:2]1[CH:3]=[C:4]([NH:16][C:17]2[C:27]3[CH:26]=[C:25]([C:28]([N:31]4[CH2:36][CH2:35][O:34][CH2:33][CH2:32]4)=[O:29])[CH2:24][CH2:23][NH:22][C:21]=3[N:20]=[CH:19][N:18]=2)[CH:5]=[CH:6][C:7]=1[O:8][C:9]1[CH:10]=[N:11][C:12]([CH3:15])=[CH:13][CH:14]=1. The catalyst class is: 9.